Dataset: Full USPTO retrosynthesis dataset with 1.9M reactions from patents (1976-2016). Task: Predict the reactants needed to synthesize the given product. Given the product [Br:16][C:11]1[C:10]([Br:17])=[CH:9][C:5]2[N:6]([CH2:7][CH3:8])[C:2]([N:18]3[CH2:23][CH2:22][NH:21][CH2:20][C:19]3=[O:24])=[N:3][C:4]=2[C:12]=1[N+:13]([O-:15])=[O:14], predict the reactants needed to synthesize it. The reactants are: Br[C:2]1[N:6]([CH2:7][CH3:8])[C:5]2[CH:9]=[C:10]([Br:17])[C:11]([Br:16])=[C:12]([N+:13]([O-:15])=[O:14])[C:4]=2[N:3]=1.[NH:18]1[CH2:23][CH2:22][NH:21][CH2:20][C:19]1=[O:24].